Dataset: HIV replication inhibition screening data with 41,000+ compounds from the AIDS Antiviral Screen. Task: Binary Classification. Given a drug SMILES string, predict its activity (active/inactive) in a high-throughput screening assay against a specified biological target. (1) The drug is Nc1ncnc2c1ccn2CC=C(CO)CO. The result is 0 (inactive). (2) The result is 0 (inactive). The molecule is CC1=NC(=O)CC2=C1C(C)N(Cc1ccccc1)C2=O. (3) The drug is c1csc(-c2cc(-c3ccsc3)cs2)c1. The result is 0 (inactive). (4) The drug is O=C1NN(c2ccccc2)C2CCCCC12. The result is 0 (inactive).